From a dataset of Full USPTO retrosynthesis dataset with 1.9M reactions from patents (1976-2016). Predict the reactants needed to synthesize the given product. Given the product [CH3:1][O:2][C:3]([C:5]1[C:10]([Br:22])=[C:9]([OH:11])[N:8]=[C:7]([C:12]2[CH:17]=[CH:16][C:15]([Cl:18])=[C:14]([O:19][CH3:20])[C:13]=2[F:21])[N:6]=1)=[O:4], predict the reactants needed to synthesize it. The reactants are: [CH3:1][O:2][C:3]([C:5]1[CH:10]=[C:9]([OH:11])[N:8]=[C:7]([C:12]2[CH:17]=[CH:16][C:15]([Cl:18])=[C:14]([O:19][CH3:20])[C:13]=2[F:21])[N:6]=1)=[O:4].[Br:22]N1C(=O)CCC1=O.